The task is: Predict the product of the given reaction.. This data is from Forward reaction prediction with 1.9M reactions from USPTO patents (1976-2016). (1) Given the reactants [CH3:1][O:2][C:3]1[N:8]=[C:7]([O:9][CH3:10])[N:6]=[C:5]([CH:11]2[C:19]3[C:14](=[C:15]([F:20])[CH:16]=[CH:17][CH:18]=3)[NH:13][C:12]2=[O:21])[N:4]=1.CN1C=CN=C1.[F:28][C:29]([F:42])([F:41])[S:30](O[S:30]([C:29]([F:42])([F:41])[F:28])(=[O:32])=[O:31])(=[O:32])=[O:31].Cl, predict the reaction product. The product is: [CH3:1][O:2][C:3]1[N:8]=[C:7]([O:9][CH3:10])[N:6]=[C:5]([CH:11]2[C:19]3[C:14](=[C:15]([F:20])[CH:16]=[CH:17][CH:18]=3)[N:13]([S:30]([C:29]([F:42])([F:41])[F:28])(=[O:32])=[O:31])[C:12]2=[O:21])[N:4]=1. (2) Given the reactants [C:10](P([C:10]([CH3:13])([CH3:12])[CH3:11])[C:10]([CH3:13])([CH3:12])[CH3:11])([CH3:13])([CH3:12])[CH3:11].[C:14]1([NH:20][C:21]2[CH:41]=[CH:40][C:24]3[O:25][C:26]4[CH:32]=[C:31]([NH:33][C:34]5[CH:39]=[CH:38][CH:37]=[CH:36][CH:35]=5)[CH:30]=[CH:29][C:27]=4[O:28][C:23]=3[CH:22]=2)[CH:19]=[CH:18][CH:17]=[CH:16][CH:15]=1.Br[C:43]1[CH:44]=[C:45]([C:49]2[CH:54]=[CH:53][CH:52]=[CH:51][CH:50]=2)[CH:46]=[CH:47][CH:48]=1.[CH3:55][C:56](C)([O-])[CH3:57].[Na+].C1(C)[C:62]([CH3:67])=[CH:63][CH:64]=[CH:65]C=1, predict the reaction product. The product is: [C:13]1([C:10]2[CH:11]=[CH:57][CH:56]=[CH:55][CH:12]=2)[CH:65]=[CH:64][CH:63]=[C:62]([N:20]([C:21]2[CH:41]=[CH:40][C:24]3[O:25][C:26]4[CH:32]=[C:31]([N:33]([C:34]5[CH:35]=[CH:36][CH:37]=[CH:38][CH:39]=5)[C:43]5[CH:44]=[C:45]([C:49]6[CH:54]=[CH:53][CH:52]=[CH:51][CH:50]=6)[CH:46]=[CH:47][CH:48]=5)[CH:30]=[CH:29][C:27]=4[O:28][C:23]=3[CH:22]=2)[C:14]2[CH:19]=[CH:18][CH:17]=[CH:16][CH:15]=2)[CH:67]=1. (3) Given the reactants [CH3:13][C:12]([O:11][C:9](O[C:9]([O:11][C:12]([CH3:15])([CH3:14])[CH3:13])=[O:10])=[O:10])([CH3:15])[CH3:14].[F:16][C:17]1[CH:18]=[CH:19][C:20]([CH2:23][NH2:24])=[N:21][CH:22]=1, predict the reaction product. The product is: [F:16][C:17]1[CH:18]=[CH:19][C:20]([CH2:23][NH:24][C:9](=[O:10])[O:11][C:12]([CH3:13])([CH3:14])[CH3:15])=[N:21][CH:22]=1. (4) Given the reactants CS(O[CH2:6][C:7]1[CH:12]=[CH:11][C:10](/[CH:13]=[CH:14]/[C:15](=[O:30])[NH:16][C:17]2[CH:22]=[CH:21][C:20]([C:23]3[CH:28]=[CH:27][C:26]([Cl:29])=[CH:25][CH:24]=3)=[CH:19][CH:18]=2)=[CH:9][CH:8]=1)(=O)=O.[CH3:31][NH:32][CH:33]1[CH2:38][CH2:37][CH:36]([CH3:39])[CH2:35][CH2:34]1.C(N(CC)CC)C, predict the reaction product. The product is: [Cl:29][C:26]1[CH:25]=[CH:24][C:23]([C:20]2[CH:19]=[CH:18][C:17]([NH:16][C:15](=[O:30])/[CH:14]=[CH:13]/[C:10]3[CH:11]=[CH:12][C:7]([CH2:6][N:32]([CH3:31])[CH:33]4[CH2:38][CH2:37][CH:36]([CH3:39])[CH2:35][CH2:34]4)=[CH:8][CH:9]=3)=[CH:22][CH:21]=2)=[CH:28][CH:27]=1. (5) The product is: [CH:1]1([CH2:8][CH2:9][NH:10][C:11](=[O:42])[C@H:12]([CH3:41])[C@H:13]([C@@H:16]2[CH2:20][CH2:19][CH2:18][N:17]2[C:21](=[O:40])[CH2:22][C@@H:23]([O:38][CH3:39])[C@@H:24]([N:29]([CH3:37])[C:30](=[O:36])[C@@H:31]([NH:32][C:56]([C@@:51]2([CH3:59])[CH2:52][CH2:53][CH2:54][CH2:55][N:50]2[C:48]([O:47][C:43]([CH3:46])([CH3:45])[CH3:44])=[O:49])=[O:57])[CH:33]([CH3:34])[CH3:35])[C@@H:25]([CH3:28])[CH2:26][CH3:27])[O:14][CH3:15])[CH:7]=[CH:6][CH:5]=[CH:4][CH:3]=[CH:2]1. Given the reactants [CH:1]1([CH2:8][CH2:9][NH:10][C:11](=[O:42])[C@H:12]([CH3:41])[C@H:13]([C@@H:16]2[CH2:20][CH2:19][CH2:18][N:17]2[C:21](=[O:40])[CH2:22][C@@H:23]([O:38][CH3:39])[C@@H:24]([N:29]([CH3:37])[C:30](=[O:36])[C@H:31]([CH:33]([CH3:35])[CH3:34])[NH2:32])[C@@H:25]([CH3:28])[CH2:26][CH3:27])[O:14][CH3:15])[CH:7]=[CH:6][CH:5]=[CH:4][CH:3]=[CH:2]1.[C:43]([O:47][C:48]([N:50]1[CH2:55][CH2:54][CH2:53][CH2:52][C@:51]1([CH3:59])[C:56](O)=[O:57])=[O:49])([CH3:46])([CH3:45])[CH3:44].CN(C(ON1N=NC2C=CC=NC1=2)=[N+](C)C)C.F[P-](F)(F)(F)(F)F.C(N(CC)C(C)C)(C)C, predict the reaction product. (6) Given the reactants [F:1][C:2]1[CH:3]=[C:4]([CH:8]=[C:9]([N:11]([CH3:18])[C:12]2[CH:13]=[N:14][CH:15]=[N:16][CH:17]=2)[CH:10]=1)[C:5]([OH:7])=O.[CH3:19][C:20]1[N:21]=[C:22]([NH2:25])[S:23][CH:24]=1.F[P-](F)(F)(F)(F)F.N1(OC(N(C)C)=[N+](C)C)C2N=CC=CC=2N=N1.CCN(C(C)C)C(C)C, predict the reaction product. The product is: [F:1][C:2]1[CH:3]=[C:4]([CH:8]=[C:9]([N:11]([CH3:18])[C:12]2[CH:13]=[N:14][CH:15]=[N:16][CH:17]=2)[CH:10]=1)[C:5]([NH:25][C:22]1[S:23][CH:24]=[C:20]([CH3:19])[N:21]=1)=[O:7]. (7) Given the reactants Br[C:2]1[CH:16]=[CH:15][C:5]([CH2:6][CH2:7][O:8]C2CCCCO2)=[CH:4][CH:3]=1.[NH:17]1[CH2:21][CH2:20][CH2:19][CH2:18]1.C(P(C(C)(C)C)C1C=CC=CC=1C1C=CC=CC=1)(C)(C)C.CC(C)([O-])C.[Na+], predict the reaction product. The product is: [N:17]1([C:2]2[CH:3]=[CH:4][C:5]([CH2:6][CH2:7][OH:8])=[CH:15][CH:16]=2)[CH2:21][CH2:20][CH2:19][CH2:18]1.